Task: Predict the reactants needed to synthesize the given product.. Dataset: Full USPTO retrosynthesis dataset with 1.9M reactions from patents (1976-2016) The reactants are: C([Li])CCC.C1C[O:9][CH2:8]C1.Br[C:12]1[S:13][C:14]([C:18]2[C:19]([CH3:33])=[N:20][N:21]3[C:26]([CH:27]([CH2:30][CH3:31])[CH2:28][CH3:29])=[CH:25][C:24]([CH3:32])=[N:23][C:22]=23)=[C:15]([Br:17])[N:16]=1.C(N1CCOCC1)=O. Given the product [Br:17][C:15]1[N:16]=[C:12]([CH:8]=[O:9])[S:13][C:14]=1[C:18]1[C:19]([CH3:33])=[N:20][N:21]2[C:26]([CH:27]([CH2:30][CH3:31])[CH2:28][CH3:29])=[CH:25][C:24]([CH3:32])=[N:23][C:22]=12, predict the reactants needed to synthesize it.